From a dataset of Full USPTO retrosynthesis dataset with 1.9M reactions from patents (1976-2016). Predict the reactants needed to synthesize the given product. Given the product [O:14]=[C:12]([CH3:13])[CH2:11][CH:4]1[CH2:5][CH2:6][CH2:7][CH2:8][C:3]1=[O:9], predict the reactants needed to synthesize it. The reactants are: [H-].[Na+].[C:3]1(=[O:9])[CH2:8][CH2:7][CH2:6][CH2:5][CH2:4]1.Cl[CH2:11][C:12]([O:14]COC)=[CH2:13].